Dataset: Catalyst prediction with 721,799 reactions and 888 catalyst types from USPTO. Task: Predict which catalyst facilitates the given reaction. (1) Reactant: [CH2:1]([B:8]([Cl:10])Cl)[C:2]1[CH:7]=[CH:6][CH:5]=[CH:4][CH:3]=1.C#C.C(=O)=O.[CH3:16][C:17](C)=O.[OH-].[Na+]. Product: [Cl:10][B:8]1[CH:17]=[CH:16][C:3]2[C:2](=[CH:7][CH:6]=[CH:5][CH:4]=2)[CH2:1]1. The catalyst class is: 93. (2) Reactant: [CH:1]([C:3]1[C:30]([OH:31])=[C:29]([C:32]([F:35])([F:34])[F:33])[CH:28]=[CH:27][C:4]=1[CH2:5][N:6]([C:21](=[O:26])[C:22]([F:25])([F:24])[F:23])[C:7]1[CH:20]=[CH:19][C:10]2[C@H:11]([CH2:14][C:15]([O:17][CH3:18])=[O:16])[CH2:12][O:13][C:9]=2[CH:8]=1)=O. Product: [OH:31][C:30]1[C:3]([CH3:1])=[C:4]([CH:27]=[CH:28][C:29]=1[C:32]([F:35])([F:33])[F:34])[CH2:5][N:6]([C:21](=[O:26])[C:22]([F:23])([F:24])[F:25])[C:7]1[CH:20]=[CH:19][C:10]2[C@H:11]([CH2:14][C:15]([O:17][CH3:18])=[O:16])[CH2:12][O:13][C:9]=2[CH:8]=1. The catalyst class is: 129. (3) Reactant: [CH2:1]([O:5][CH2:6][CH2:7][O:8][C:9]1[CH:14]=[CH:13][C:12]([C:15]2[CH:16]=[CH:17][C:18]3[N:24]([C:25](=[O:30])[C:26]([F:29])([F:28])[F:27])[CH2:23][CH2:22][C:21]([C:31]([NH:33][C:34]4[CH:39]=[CH:38][C:37]([CH:40]([OH:48])[C:41]5[CH:46]=[CH:45][C:44]([Cl:47])=[CH:43][N:42]=5)=[CH:36][CH:35]=4)=[O:32])=[CH:20][C:19]=3[CH:49]=2)=[CH:11][CH:10]=1)[CH2:2][CH2:3][CH3:4].ClC1C=CC=C(C(OO)=[O:58])C=1.S([O-])([O-])(=O)=S.[Na+].[Na+]. Product: [CH2:1]([O:5][CH2:6][CH2:7][O:8][C:9]1[CH:10]=[CH:11][C:12]([C:15]2[CH:16]=[CH:17][C:18]3[N:24]([C:25](=[O:30])[C:26]([F:27])([F:28])[F:29])[CH2:23][CH2:22][C:21]([C:31]([NH:33][C:34]4[CH:35]=[CH:36][C:37]([CH:40]([OH:48])[C:41]5[CH:46]=[CH:45][C:44]([Cl:47])=[CH:43][N+:42]=5[O-:58])=[CH:38][CH:39]=4)=[O:32])=[CH:20][C:19]=3[CH:49]=2)=[CH:13][CH:14]=1)[CH2:2][CH2:3][CH3:4]. The catalyst class is: 4. (4) Reactant: [NH2:1][C:2]1[C:7]([F:8])=[C:6]([Cl:9])[N:5]=[C:4]([C:10]([O:12][CH3:13])=[O:11])[CH:3]=1.[I:14](O)(=O)(=O)=O.II. Product: [NH2:1][C:2]1[C:7]([F:8])=[C:6]([Cl:9])[N:5]=[C:4]([C:10]([O:12][CH3:13])=[O:11])[C:3]=1[I:14]. The catalyst class is: 5. (5) Reactant: [OH:1][N:2]=[C:3](Cl)[C:4]1[CH:15]=[CH:14][C:7]2[B:8]([OH:13])[O:9][C:10]([CH3:12])([CH3:11])[C:6]=2[CH:5]=1.[Cl:17][C:18]1[CH:23]=[C:22]([C:24]([C:26]([F:29])([F:28])[F:27])=[CH2:25])[CH:21]=[C:20]([Cl:30])[C:19]=1[C:31]([F:34])([F:33])[F:32]. Product: [Cl:17][C:18]1[CH:23]=[C:22]([C:24]2([C:26]([F:29])([F:27])[F:28])[O:1][N:2]=[C:3]([C:4]3[CH:15]=[CH:14][C:7]4[B:8]([OH:13])[O:9][C:10]([CH3:12])([CH3:11])[C:6]=4[CH:5]=3)[CH2:25]2)[CH:21]=[C:20]([Cl:30])[C:19]=1[C:31]([F:32])([F:33])[F:34]. The catalyst class is: 3. (6) Reactant: B.C1COCC1.[Br:7][C:8]1[CH:9]=[C:10]2[C:14](=[CH:15][CH:16]=1)[C:13](=O)[NH:12][C:11]2=O.CO.Cl. Product: [Br:7][C:8]1[CH:9]=[C:10]2[C:14](=[CH:15][CH:16]=1)[CH2:13][NH:12][CH2:11]2. The catalyst class is: 20. (7) Reactant: [Cl:1][C:2]1[CH:3]=[CH:4][C:5]([C:26]#[N:27])=[C:6]([C:8]2[C:13]([O:14][CH3:15])=[CH:12][N:11]([CH:16]([CH2:20][C:21]3([CH3:24])[CH2:23][CH2:22]3)[C:17](O)=[O:18])[C:10](=[O:25])[CH:9]=2)[CH:7]=1.[NH2:28][C:29]1[CH:41]=[CH:40][C:32]([C:33]([O:35][C:36]([CH3:39])([CH3:38])[CH3:37])=[O:34])=[CH:31][CH:30]=1.CC(C)N=C=NC(C)C. Product: [Cl:1][C:2]1[CH:3]=[CH:4][C:5]([C:26]#[N:27])=[C:6]([C:8]2[C:13]([O:14][CH3:15])=[CH:12][N:11]([CH:16]([CH2:20][C:21]3([CH3:24])[CH2:22][CH2:23]3)[C:17]([NH:28][C:29]3[CH:41]=[CH:40][C:32]([C:33]([O:35][C:36]([CH3:37])([CH3:38])[CH3:39])=[O:34])=[CH:31][CH:30]=3)=[O:18])[C:10](=[O:25])[CH:9]=2)[CH:7]=1. The catalyst class is: 9.